This data is from NCI-60 drug combinations with 297,098 pairs across 59 cell lines. The task is: Regression. Given two drug SMILES strings and cell line genomic features, predict the synergy score measuring deviation from expected non-interaction effect. (1) Drug 1: C1=NC2=C(N=C(N=C2N1C3C(C(C(O3)CO)O)O)F)N. Drug 2: CCN(CC)CCCC(C)NC1=C2C=C(C=CC2=NC3=C1C=CC(=C3)Cl)OC. Cell line: SK-MEL-28. Synergy scores: CSS=5.05, Synergy_ZIP=-2.14, Synergy_Bliss=0.0924, Synergy_Loewe=-0.526, Synergy_HSA=-0.284. (2) Drug 1: C1C(C(OC1N2C=NC3=C(N=C(N=C32)Cl)N)CO)O. Drug 2: CN(CCCl)CCCl.Cl. Cell line: MDA-MB-231. Synergy scores: CSS=29.4, Synergy_ZIP=-6.45, Synergy_Bliss=-2.45, Synergy_Loewe=-0.715, Synergy_HSA=0.721. (3) Drug 1: CC(C1=C(C=CC(=C1Cl)F)Cl)OC2=C(N=CC(=C2)C3=CN(N=C3)C4CCNCC4)N. Drug 2: CC1=C2C(C(=O)C3(C(CC4C(C3C(C(C2(C)C)(CC1OC(=O)C(C(C5=CC=CC=C5)NC(=O)OC(C)(C)C)O)O)OC(=O)C6=CC=CC=C6)(CO4)OC(=O)C)OC)C)OC. Cell line: HS 578T. Synergy scores: CSS=52.1, Synergy_ZIP=6.47, Synergy_Bliss=5.77, Synergy_Loewe=-29.0, Synergy_HSA=3.20. (4) Drug 1: C1=CC=C(C=C1)NC(=O)CCCCCCC(=O)NO. Drug 2: CC1CCCC2(C(O2)CC(NC(=O)CC(C(C(=O)C(C1O)C)(C)C)O)C(=CC3=CSC(=N3)C)C)C. Cell line: SK-OV-3. Synergy scores: CSS=44.3, Synergy_ZIP=0.400, Synergy_Bliss=0.307, Synergy_Loewe=1.83, Synergy_HSA=2.88. (5) Drug 1: C1=CC(=CC=C1CC(C(=O)O)N)N(CCCl)CCCl.Cl. Drug 2: C(CCl)NC(=O)N(CCCl)N=O. Cell line: SNB-75. Synergy scores: CSS=12.6, Synergy_ZIP=1.19, Synergy_Bliss=5.99, Synergy_Loewe=2.26, Synergy_HSA=2.69.